From a dataset of Catalyst prediction with 721,799 reactions and 888 catalyst types from USPTO. Predict which catalyst facilitates the given reaction. (1) Reactant: [O:1]=[C:2]1[CH2:11][CH2:10][C:9]2[C:4](=[CH:5][CH:6]=[C:7]([CH:12]=[O:13])[CH:8]=2)[NH:3]1.[C:14](#N)C.C(=O)([O-])[O-].[Cs+].[Cs+].IC. Product: [CH3:14][N:3]1[C:4]2[C:9](=[CH:8][C:7]([CH:12]=[O:13])=[CH:6][CH:5]=2)[CH2:10][CH2:11][C:2]1=[O:1]. The catalyst class is: 136. (2) Reactant: [C:1]([O:5][C:6](=[O:19])[NH:7][C:8]1[CH:13]=[CH:12][C:11]([CH:14]([CH2:17][OH:18])[CH2:15][OH:16])=[CH:10][CH:9]=1)([CH3:4])([CH3:3])[CH3:2].CCN(CC)CC.[CH3:27][S:28](Cl)(=[O:30])=[O:29]. Product: [C:1]([O:5][C:6]([NH:7][C:8]1[CH:13]=[CH:12][C:11]([CH:14]([CH2:15][O:16][S:28]([CH3:27])(=[O:30])=[O:29])[CH2:17][O:18][S:28]([CH3:27])(=[O:30])=[O:29])=[CH:10][CH:9]=1)=[O:19])([CH3:4])([CH3:2])[CH3:3]. The catalyst class is: 2. (3) Reactant: [CH3:1][O:2][C:3]([C:5]1[CH:6]=[C:7]2[C:11](=[CH:12][CH:13]=1)[N:10]([CH2:14][C:15]1[CH:20]=[C:19]([Cl:21])[CH:18]=[CH:17][C:16]=1[OH:22])[N:9]=[CH:8]2)=[O:4].[CH2:23](Br)[C:24]1[CH:29]=[CH:28][CH:27]=[CH:26][CH:25]=1.C([O-])([O-])=O.[K+].[K+]. Product: [CH3:1][O:2][C:3]([C:5]1[CH:6]=[C:7]2[C:11](=[CH:12][CH:13]=1)[N:10]([CH2:14][C:15]1[CH:20]=[C:19]([Cl:21])[CH:18]=[CH:17][C:16]=1[O:22][CH2:23][C:24]1[CH:29]=[CH:28][CH:27]=[CH:26][CH:25]=1)[N:9]=[CH:8]2)=[O:4]. The catalyst class is: 10. (4) Product: [C:15]([O:14][C:12]([N:7]1[CH2:8][CH2:9][C:10]2[NH:21][N:22]=[C:3]([C:2]([CH3:20])([CH3:19])[CH3:1])[C:5]=2[CH2:6]1)=[O:13])([CH3:18])([CH3:17])[CH3:16]. The catalyst class is: 14. Reactant: [CH3:1][C:2]([CH3:20])([CH3:19])[C:3]([CH:5]1[C:10](=O)[CH2:9][CH2:8][N:7]([C:12]([O:14][C:15]([CH3:18])([CH3:17])[CH3:16])=[O:13])[CH2:6]1)=O.[NH2:21][NH2:22].O. (5) Reactant: [Cl:1][C:2]1[CH:3]=[C:4]([S:9][C:10]2[N:14]([C:15]3[CH:20]=[CH:19][CH:18]=[CH:17][CH:16]=3)[N:13]=[C:12]([CH3:21])[C:11]=2[C:22]([C:24]2[CH:29]=[CH:28][CH:27]=[CH:26][CH:25]=2)=[O:23])[CH:5]=[C:6]([Cl:8])[CH:7]=1.[BH4-].[Na+]. The catalyst class is: 24. Product: [Cl:8][C:6]1[CH:5]=[C:4]([S:9][C:10]2[N:14]([C:15]3[CH:16]=[CH:17][CH:18]=[CH:19][CH:20]=3)[N:13]=[C:12]([CH3:21])[C:11]=2[CH:22]([C:24]2[CH:25]=[CH:26][CH:27]=[CH:28][CH:29]=2)[OH:23])[CH:3]=[C:2]([Cl:1])[CH:7]=1. (6) Reactant: C(OC([N:8]1[CH2:13][CH2:12][CH:11]([C:14](=[O:31])[NH:15][C:16]2[CH:21]=[CH:20][CH:19]=[CH:18][C:17]=2[O:22][C:23]2[CH:28]=[C:27]([Cl:29])[CH:26]=[C:25]([Cl:30])[CH:24]=2)[CH2:10][CH2:9]1)=O)(C)(C)C. Product: [Cl:29][C:27]1[CH:28]=[C:23]([CH:24]=[C:25]([Cl:30])[CH:26]=1)[O:22][C:17]1[CH:18]=[CH:19][CH:20]=[CH:21][C:16]=1[NH:15][C:14]([CH:11]1[CH2:12][CH2:13][NH:8][CH2:9][CH2:10]1)=[O:31]. The catalyst class is: 89. (7) Reactant: [F:1][C:2]1[C:3]([CH:8]=O)=[N:4][CH:5]=[CH:6][CH:7]=1.Cl.[NH2:11][OH:12].[OH-].[Na+].Cl. Product: [F:1][C:2]1[C:3]([CH:8]=[N:11][OH:12])=[N:4][CH:5]=[CH:6][CH:7]=1. The catalyst class is: 40. (8) Reactant: [O:1]1[CH2:6][CH2:5][CH2:4][CH2:3][CH:2]1[N:7]1[CH:11]=[C:10](B2OC(C)(C)C(C)(C)O2)[CH:9]=[N:8]1.Cl[C:22]1[N:27]=[C:26]2[CH:28]=[CH:29][N:30]([S:31]([C:34]3[CH:40]=[CH:39][C:37]([CH3:38])=[CH:36][CH:35]=3)(=[O:33])=[O:32])[C:25]2=[CH:24][CH:23]=1.C([O-])([O-])=O.[Na+].[Na+].ClCCl. Product: [O:1]1[CH2:6][CH2:5][CH2:4][CH2:3][CH:2]1[N:7]1[CH:11]=[C:10]([C:22]2[N:27]=[C:26]3[CH:28]=[CH:29][N:30]([S:31]([C:34]4[CH:40]=[CH:39][C:37]([CH3:38])=[CH:36][CH:35]=4)(=[O:32])=[O:33])[C:25]3=[CH:24][CH:23]=2)[CH:9]=[N:8]1. The catalyst class is: 38. (9) Reactant: [C:1]([C:3]1[CH:4]=[C:5]([CH:19]=[C:20]([C:24]#[CH:25])[C:21]=1[O:22]C)[C:6]([N:8]1[C:12]2[CH:13]=[CH:14][CH:15]=[CH:16][C:11]=2[S:10](=[O:18])(=[O:17])[CH2:9]1)=[O:7])#[N:2].[Cl-].[Li+].Cl. Product: [C:1]([C:3]1[CH:4]=[C:5]([CH:19]=[C:20]([C:24]#[CH:25])[C:21]=1[OH:22])[C:6]([N:8]1[C:12]2[CH:13]=[CH:14][CH:15]=[CH:16][C:11]=2[S:10](=[O:18])(=[O:17])[CH2:9]1)=[O:7])#[N:2]. The catalyst class is: 9. (10) Reactant: [CH:1]([CH:3]1[CH2:7][CH2:6][N:5]([C:8]([O:10][C:11]([CH3:14])([CH3:13])[CH3:12])=[O:9])[CH2:4]1)=O.[C:15](=O)([O-])[O-].[K+].[K+].COP(C(=[N+]=[N-])C(=O)C)(=O)OC. Product: [C:1]([CH:3]1[CH2:7][CH2:6][N:5]([C:8]([O:10][C:11]([CH3:14])([CH3:13])[CH3:12])=[O:9])[CH2:4]1)#[CH:15]. The catalyst class is: 5.